This data is from Full USPTO retrosynthesis dataset with 1.9M reactions from patents (1976-2016). The task is: Predict the reactants needed to synthesize the given product. (1) Given the product [Cl:1][C:2]1[CH:3]=[C:4]([CH2:9][N:10]2[C:14]([CH3:15])=[C:13]([C:16]([NH:18][C:19]3[CH:24]=[CH:23][CH:22]=[C:21]([O:25][CH2:27][CH2:28][OH:29])[CH:20]=3)=[O:17])[N:12]=[N:11]2)[CH:5]=[CH:6][C:7]=1[Cl:8], predict the reactants needed to synthesize it. The reactants are: [Cl:1][C:2]1[CH:3]=[C:4]([CH2:9][N:10]2[C:14]([CH3:15])=[C:13]([C:16]([NH:18][C:19]3[CH:24]=[CH:23][CH:22]=[C:21]([OH:25])[CH:20]=3)=[O:17])[N:12]=[N:11]2)[CH:5]=[CH:6][C:7]=1[Cl:8].Br[CH2:27][CH2:28][O:29]C1CCCCO1.C(=O)([O-])[O-].[K+].[K+]. (2) Given the product [CH3:18][O:17][C:14]1[N:15]=[C:16]2[C:11](=[CH:12][CH:13]=1)[N:10]=[CH:9][CH:8]=[C:7]2[C:29]1[CH:30]=[C:31]([S:35]([NH2:38])(=[O:37])=[O:36])[CH:32]=[CH:33][CH:34]=1, predict the reactants needed to synthesize it. The reactants are: FC(F)(F)S(O[C:7]1[C:16]2[C:11](=[CH:12][CH:13]=[C:14]([O:17][CH3:18])[N:15]=2)[N:10]=[CH:9][CH:8]=1)(=O)=O.CC1(C)C(C)(C)OB([C:29]2[CH:30]=[C:31]([S:35]([NH2:38])(=[O:37])=[O:36])[CH:32]=[CH:33][CH:34]=2)O1. (3) Given the product [Cl:1][C:2]1[N:7]=[C:6]([O:12][CH3:11])[C:5]([O:9][CH3:10])=[CH:4][N:3]=1, predict the reactants needed to synthesize it. The reactants are: [Cl:1][C:2]1[N:7]=[C:6](Cl)[C:5]([O:9][CH3:10])=[CH:4][N:3]=1.[C:11]([O-])([O-])=[O:12].[K+].[K+]. (4) Given the product [C:14]1([CH2:13][CH2:12][CH2:11][CH:10]([NH:20][C:21]([CH:23]2[CH2:28][CH2:27][N:26]([C:29](=[O:33])[CH2:30][N:31]([CH2:36][C@@H:35]([OH:34])[CH2:37][O:38][C:39]3[CH:48]=[CH:47][CH:46]=[C:45]4[C:40]=3[CH:41]=[CH:42][CH:43]=[N:44]4)[CH3:32])[CH2:25][CH2:24]2)=[O:22])[CH2:9][CH2:8][CH2:7][C:1]2[CH:2]=[CH:3][CH:4]=[CH:5][CH:6]=2)[CH:15]=[CH:16][CH:17]=[CH:18][CH:19]=1, predict the reactants needed to synthesize it. The reactants are: [C:1]1([CH2:7][CH2:8][CH2:9][CH:10]([NH:20][C:21]([CH:23]2[CH2:28][CH2:27][N:26]([C:29](=[O:33])[CH2:30][NH:31][CH3:32])[CH2:25][CH2:24]2)=[O:22])[CH2:11][CH2:12][CH2:13][C:14]2[CH:19]=[CH:18][CH:17]=[CH:16][CH:15]=2)[CH:6]=[CH:5][CH:4]=[CH:3][CH:2]=1.[O:34]1[CH2:36][C@@H:35]1[CH2:37][O:38][C:39]1[CH:48]=[CH:47][CH:46]=[C:45]2[C:40]=1[CH:41]=[CH:42][CH:43]=[N:44]2.